From a dataset of Reaction yield outcomes from USPTO patents with 853,638 reactions. Predict the reaction yield, written as a fraction of the theoretical maximum amount of product (1.0 means a 100% yield; for example, 0.34 means a 34% yield). (1) The catalyst is C1COCC1.[F-].C([N+](CCCC)(CCCC)CCCC)CCC. The product is [F:14][C:13]([F:16])([F:15])[CH:9]([OH:10])[CH2:8][CH2:7][C:2]1[CH:3]=[CH:4][CH:5]=[CH:6][N:1]=1. The reactants are [N:1]1[CH:6]=[CH:5][CH:4]=[CH:3][C:2]=1[CH2:7][CH2:8][CH:9]=[O:10].C[Si](C)(C)[C:13]([F:16])([F:15])[F:14]. The yield is 0.610. (2) The reactants are [CH2:1]([C:3]1[C:4]([CH3:27])=[C:5]2[C:9](=[C:10]([O:19][CH2:20][CH2:21][Si:22]([CH3:25])([CH3:24])[CH3:23])[C:11]=1[CH2:12][CH:13]=[C:14]([CH2:17]O)[CH2:15][CH3:16])[C:8](=[O:26])[O:7][CH2:6]2)[CH3:2].C1(P(C2C=CC=CC=2)C2C=CC=CC=2)C=CC=CC=1.C(Br)(Br)(Br)[Br:48]. The catalyst is C(Cl)Cl. The product is [Br:48][CH2:17][C:14]([CH2:15][CH3:16])=[CH:13][CH2:12][C:11]1[C:10]([O:19][CH2:20][CH2:21][Si:22]([CH3:23])([CH3:25])[CH3:24])=[C:9]2[C:5]([CH2:6][O:7][C:8]2=[O:26])=[C:4]([CH3:27])[C:3]=1[CH2:1][CH3:2]. The yield is 0.780. (3) The product is [CH:12]1([CH2:11][O:9][C:5]2[CH:6]=[CH:7][CH:8]=[C:3]([C:1]#[CH:2])[CH:4]=2)[CH2:14][CH2:13]1. The reactants are [C:1]([C:3]1[CH:4]=[C:5]([OH:9])[CH:6]=[CH:7][CH:8]=1)#[CH:2].Br[CH2:11][CH:12]1[CH2:14][CH2:13]1.[I-].[Na+]. The yield is 0.840. The catalyst is CC(C)=O.CCOCC.